Dataset: Reaction yield outcomes from USPTO patents with 853,638 reactions. Task: Predict the reaction yield, written as a fraction of the theoretical maximum amount of product (1.0 means a 100% yield; for example, 0.34 means a 34% yield). The reactants are [Cl-].[Al+3].[Cl-].[Cl-].[O:5]([C:12]1[CH:17]=[CH:16][C:15]([OH:18])=[CH:14][CH:13]=1)[C:6]1[CH:11]=[CH:10][CH:9]=[CH:8][CH:7]=1.[CH2:19]1[O:22][CH:20]1[CH3:21]. No catalyst specified. The product is [O:5]([C:12]1[CH:13]=[CH:14][C:15]([O:18][CH2:19][C@@H:20]([OH:22])[CH3:21])=[CH:16][CH:17]=1)[C:6]1[CH:11]=[CH:10][CH:9]=[CH:8][CH:7]=1. The yield is 0.830.